From a dataset of Catalyst prediction with 721,799 reactions and 888 catalyst types from USPTO. Predict which catalyst facilitates the given reaction. (1) Reactant: [CH3:1][O:2][C:3]1[CH:8]=[CH:7][C:6]([CH3:9])=[CH:5][C:4]=1[CH:10]([CH:16]([CH3:18])[CH3:17])[CH2:11][CH2:12][C:13](N)=[O:14].[OH-:19].[Na+].O. Product: [CH3:1][O:2][C:3]1[CH:8]=[CH:7][C:6]([CH3:9])=[CH:5][C:4]=1[CH:10]([CH:16]([CH3:18])[CH3:17])[CH2:11][CH2:12][C:13]([OH:19])=[O:14]. The catalyst class is: 14. (2) Reactant: CS[C:3]([N:5]1[CH2:9][C:8]([CH3:11])([CH3:10])[CH:7]=[N:6]1)=[NH:4].[Cl:12][C:13]1[S:17][C:16]([S:18]([NH2:21])(=[O:20])=[O:19])=[CH:15][CH:14]=1. Product: [NH2:4][C:3]([N:5]1[CH2:9][C:8]([CH3:11])([CH3:10])[CH:7]=[N:6]1)=[N:21][S:18]([C:16]1[S:17][C:13]([Cl:12])=[CH:14][CH:15]=1)(=[O:20])=[O:19]. The catalyst class is: 10. (3) Reactant: [Cl:1][C:2]1[CH:7]=[CH:6][C:5]([C:8]2[NH:17][C:16](=O)[C:15]3[C:10](=[CH:11][C:12]([C:19]([F:22])([F:21])[F:20])=[CH:13][CH:14]=3)[N:9]=2)=[C:4]([S:23][CH2:24][CH3:25])[CH:3]=1.P(Cl)(Cl)([Cl:28])=O.C(N(CC)C(C)C)(C)C.C(=O)(O)[O-].[Na+]. Product: [Cl:28][C:16]1[C:15]2[C:10](=[CH:11][C:12]([C:19]([F:22])([F:21])[F:20])=[CH:13][CH:14]=2)[N:9]=[C:8]([C:5]2[CH:6]=[CH:7][C:2]([Cl:1])=[CH:3][C:4]=2[S:23][CH2:24][CH3:25])[N:17]=1. The catalyst class is: 11.